This data is from Reaction yield outcomes from USPTO patents with 853,638 reactions. The task is: Predict the reaction yield, written as a fraction of the theoretical maximum amount of product (1.0 means a 100% yield; for example, 0.34 means a 34% yield). (1) The reactants are [Cl:1][C:2]1[C:7]([O:8][CH3:9])=[C:6]([O:10][CH3:11])[CH:5]=[CH:4][C:3]=1[C:12]([N:14]([CH2:20][C:21]1[N:25]([CH3:26])[C:24]([CH3:27])=[CH:23][N:22]=1)[CH2:15][CH2:16][CH:17]([CH3:19])[CH3:18])=[O:13].Cl[CH2:29][C:30]#[N:31].[C:32]([O-:35])([O-])=O.[K+].[K+].[Na+].[Cl-]. The catalyst is CN(C=O)C. The product is [Cl:1][C:2]1[C:7]([O:8][CH3:9])=[C:6]([O:10][CH3:11])[CH:5]=[CH:4][C:3]=1[C:12]([N:14]([CH2:20][CH:21]1[N:25]([CH3:26])[C:24]([CH3:27])=[CH:23][N:22]1[CH2:5][C:4]1[CH:3]=[CH:2][CH:7]=[CH:6][C:32]=1[O:35][CH2:29][C:30]#[N:31])[CH2:15][CH2:16][CH:17]([CH3:19])[CH3:18])=[O:13]. The yield is 0.420. (2) The reactants are [CH3:1][O:2][C:3]1[CH:8]=[CH:7][C:6]([C:9]#[N:10])=[CH:5][C:4]=1[N:11](C1C=CC=CC=1)[C:12](=[O:14])[O-].[CH3:21][C:22]1[CH:23]=[C:24]([N:29]2[CH2:34][CH2:33][NH:32][CH2:31][CH2:30]2)[CH:25]=[C:26]([CH3:28])[CH:27]=1.C1CCN2C(=NCCC2)CC1.C(OCC)(=O)C. The catalyst is C1COCC1.CCCCCC. The product is [CH3:1][O:2][C:3]1[CH:8]=[CH:7][C:6]([C:9]#[N:10])=[CH:5][C:4]=1[NH:11][C:12]([N:32]1[CH2:33][CH2:34][N:29]([C:24]2[CH:25]=[C:26]([CH3:28])[CH:27]=[C:22]([CH3:21])[CH:23]=2)[CH2:30][CH2:31]1)=[O:14]. The yield is 0.980. (3) The reactants are [C:1]([O:4][CH2:5][C@H:6]1[CH2:11][O:10][C@@H:9]([C:12]2[CH:17]=[CH:16][N:15]=[CH:14][C:13]=2[NH2:18])[O:8][CH2:7]1)(=[O:3])[CH3:2].[F:19][C:20]1[CH:25]=[CH:24][CH:23]=[C:22]([F:26])[C:21]=1[C:27]1[N:32]=[C:31]([C:33](O)=[O:34])[CH:30]=[CH:29][C:28]=1[F:36].C1C=NC2N(O)N=NC=2C=1.C(Cl)CCl. The catalyst is CN(C=O)C. The product is [C:1]([O:4][CH2:5][C@H:6]1[CH2:7][O:8][C@@H:9]([C:12]2[CH:17]=[CH:16][N:15]=[CH:14][C:13]=2[NH:18][C:33](=[O:34])[C:31]2[CH:30]=[CH:29][C:28]([F:36])=[C:27]([C:21]3[C:20]([F:19])=[CH:25][CH:24]=[CH:23][C:22]=3[F:26])[N:32]=2)[O:10][CH2:11]1)(=[O:3])[CH3:2]. The yield is 0.660. (4) The reactants are [CH3:1][O:2][C:3](=[O:27])[C:4]1[CH:9]=[C:8]([C:10]2[N:11]([CH2:15][CH2:16][O:17][CH3:18])[N:12]=[CH:13][CH:14]=2)[C:7]([C:19]([F:22])([F:21])[F:20])=[CH:6][C:5]=1[NH:23]C(=O)C.OS(O)(=O)=O. The catalyst is CO. The product is [CH3:1][O:2][C:3](=[O:27])[C:4]1[CH:9]=[C:8]([C:10]2[N:11]([CH2:15][CH2:16][O:17][CH3:18])[N:12]=[CH:13][CH:14]=2)[C:7]([C:19]([F:22])([F:20])[F:21])=[CH:6][C:5]=1[NH2:23]. The yield is 0.760. (5) The reactants are [Cl:1][C:2]1[C:7]([CH:8]=[O:9])=[C:6](Cl)[N:5]=[C:4]([S:11][CH3:12])[N:3]=1.[NH3:13]. The catalyst is C1C=CC=CC=1. The product is [NH2:13][C:6]1[C:7]([CH:8]=[O:9])=[C:2]([Cl:1])[N:3]=[C:4]([S:11][CH3:12])[N:5]=1. The yield is 0.800.